This data is from Reaction yield outcomes from USPTO patents with 853,638 reactions. The task is: Predict the reaction yield, written as a fraction of the theoretical maximum amount of product (1.0 means a 100% yield; for example, 0.34 means a 34% yield). (1) The reactants are [N+:1]([C:4]1[CH:5]=[C:6]([C:10]2[O:14][CH:13]=[N:12][CH:11]=2)[CH:7]=[CH:8][CH:9]=1)([O-])=O. The catalyst is CO.[Pd]. The product is [O:14]1[C:10]([C:6]2[CH:5]=[C:4]([CH:9]=[CH:8][CH:7]=2)[NH2:1])=[CH:11][N:12]=[CH:13]1. The yield is 0.990. (2) The reactants are C1COCC1.[N:6]([CH2:9][CH2:10][O:11][CH2:12][CH2:13][O:14][CH2:15][CH2:16][C:17]12[CH2:26][CH:21]3[CH2:22][CH:23]([CH2:25][CH:19]([CH2:20]3)[CH2:18]1)[CH2:24]2)=[N+]=[N-].C1(P(C2C=CC=CC=2)C2C=CC=CC=2)C=CC=CC=1. The catalyst is O. The product is [C:17]12([CH2:16][CH2:15][O:14][CH2:13][CH2:12][O:11][CH2:10][CH2:9][NH2:6])[CH2:26][CH:21]3[CH2:20][CH:19]([CH2:25][CH:23]([CH2:22]3)[CH2:24]1)[CH2:18]2. The yield is 0.550. (3) The reactants are [CH3:1][O:2][CH2:3][O:4][C:5]1[CH:12]=[CH:11][CH:10]=[CH:9][C:6]=1[CH:7]=O.C(O)(=O)[CH2:14][C:15]([OH:17])=[O:16].N1CCCCC1.Cl. The catalyst is N1C=CC=CC=1.O. The product is [CH3:1][O:2][CH2:3][O:4][C:5]1[CH:12]=[CH:11][CH:10]=[CH:9][C:6]=1[CH:7]=[CH:14][C:15]([OH:17])=[O:16]. The yield is 0.880. (4) The reactants are Cl[C:2]1[CH:11]=[CH:10][C:9]2[CH2:8][CH:7]([CH2:12][CH2:13][N:14]3[CH2:17][CH:16]([F:18])[CH2:15]3)[N:6]3[C:19]4[CH:20]=[CH:21][CH:22]=[C:23]([F:26])[C:24]=4[CH:25]=[C:5]3[C:4]=2[N:3]=1.[CH3:27][NH:28][C:29]([C:31]1[C:35]2[CH:36]=[C:37](B3OC(C)(C)C(C)(C)O3)[C:38]([N:40]([CH3:45])[S:41]([CH3:44])(=[O:43])=[O:42])=[CH:39][C:34]=2[O:33][C:32]=1[C:55]1[CH:56]=[N:57][C:58]([CH3:61])=[CH:59][CH:60]=1)=[O:30].C([O-])([O-])=O.[K+].[K+].CC(C1C=C(C(C)C)C(C2C=CC=CC=2P(C2CCCCC2)C2CCCCC2)=C(C(C)C)C=1)C. The catalyst is O1CCOCC1.O.C1C=CC(/C=C/C(/C=C/C2C=CC=CC=2)=O)=CC=1.C1C=CC(/C=C/C(/C=C/C2C=CC=CC=2)=O)=CC=1.C1C=CC(/C=C/C(/C=C/C2C=CC=CC=2)=O)=CC=1.[Pd].[Pd]. The product is [F:26][C:23]1[C:24]2[CH:25]=[C:5]3[C:4]4[N:3]=[C:2]([C:37]5[C:38]([N:40]([CH3:45])[S:41]([CH3:44])(=[O:43])=[O:42])=[CH:39][C:34]6[O:33][C:32]([C:55]7[CH:56]=[N:57][C:58]([CH3:61])=[CH:59][CH:60]=7)=[C:31]([C:29]([NH:28][CH3:27])=[O:30])[C:35]=6[CH:36]=5)[CH:11]=[CH:10][C:9]=4[CH2:8][CH:7]([CH2:12][CH2:13][N:14]4[CH2:17][CH:16]([F:18])[CH2:15]4)[N:6]3[C:19]=2[CH:20]=[CH:21][CH:22]=1. The yield is 0.449. (5) The yield is 0.200. The product is [Si:20]([O:10][CH2:9][C:4]1[CH:3]=[C:2]([CH:7]=[C:6]([CH3:8])[CH:5]=1)[NH2:1])([C:17]([CH3:19])([CH3:18])[CH3:16])([CH3:22])[CH3:21]. The catalyst is C(Cl)Cl.O. The reactants are [NH2:1][C:2]1[CH:3]=[C:4]([CH2:9][OH:10])[CH:5]=[C:6]([CH3:8])[CH:7]=1.N1C=CN=C1.[CH3:16][C:17]([Si:20](Cl)([CH3:22])[CH3:21])([CH3:19])[CH3:18]. (6) The reactants are C[O:2][C:3](=[O:25])[C:4]1[CH:9]=[CH:8][C:7]([O:10][CH2:11][C:12]2[C:13]([C:18]3[CH:23]=[CH:22][C:21]([Cl:24])=[CH:20][N:19]=3)=[N:14][O:15][C:16]=2[CH3:17])=[N:6][CH:5]=1.COC(=O)C1C=CC(OCC2C(C3C=CC=CN=3)=NOC=2C)=NC=1. No catalyst specified. The product is [Cl:24][C:21]1[CH:22]=[CH:23][C:18]([C:13]2[C:12]([CH2:11][O:10][C:7]3[CH:8]=[CH:9][C:4]([C:3]([OH:25])=[O:2])=[CH:5][N:6]=3)=[C:16]([CH3:17])[O:15][N:14]=2)=[N:19][CH:20]=1. The yield is 0.350.